From a dataset of Full USPTO retrosynthesis dataset with 1.9M reactions from patents (1976-2016). Predict the reactants needed to synthesize the given product. Given the product [Br:12][C:6]1[C:5]([CH3:9])=[C:4]([CH3:10])[C:3]([OH:11])=[C:2]([CH3:1])[C:7]=1[CH3:8], predict the reactants needed to synthesize it. The reactants are: [CH3:1][C:2]1[C:7]([CH3:8])=[CH:6][C:5]([CH3:9])=[C:4]([CH3:10])[C:3]=1[OH:11].[Br:12]Br.